Dataset: Reaction yield outcomes from USPTO patents with 853,638 reactions. Task: Predict the reaction yield, written as a fraction of the theoretical maximum amount of product (1.0 means a 100% yield; for example, 0.34 means a 34% yield). (1) The reactants are C([S:4][CH2:5][CH2:6][CH:7]([S:12]([OH:15])(=[O:14])=[O:13])[C:8]([O:10]C)=[O:9])(=O)C.[OH-].[Na+].[N+:18]([C:21]1[CH:22]=[CH:23][C:24]([S:27][S:27][C:24]2[CH:23]=[CH:22][C:21]([N+:18]([O-:20])=[O:19])=[CH:26][N:25]=2)=[N:25][CH:26]=1)([O-:20])=[O:19]. The catalyst is O.CC(N(C)C)=O. The product is [N+:18]([C:21]1[CH:22]=[CH:23][C:24]([S:27][S:4][CH2:5][CH2:6][CH:7]([S:12]([OH:15])(=[O:13])=[O:14])[C:8]([OH:10])=[O:9])=[N:25][CH:26]=1)([O-:20])=[O:19]. The yield is 0.750. (2) The reactants are [CH3:1][O:2][C:3]1[CH:20]=[CH:19][C:18]([O:21][CH3:22])=[CH:17][C:4]=1[CH2:5][C:6]1[NH:7][C:8]2[C:13]([N:14]=1)=[C:12]([NH2:15])[N:11]=[C:10]([NH2:16])[N:9]=2.N1C=C2C(N=CN2)=NC=1.Cl[CH2:33][CH2:34][CH2:35][C:36]#[CH:37].C([O-])([O-])=O.[Cs+].[Cs+]. The catalyst is CN(C=O)C. The product is [CH3:1][O:2][C:3]1[CH:20]=[CH:19][C:18]([O:21][CH3:22])=[CH:17][C:4]=1[CH2:5][C:6]1[N:7]([CH2:37][CH2:36][CH2:35][C:34]#[CH:33])[C:8]2[C:13]([N:14]=1)=[C:12]([NH2:15])[N:11]=[C:10]([NH2:16])[N:9]=2. The yield is 0.250. (3) The reactants are B.O1CCCC1.[C:7]([O:11][C:12](=[O:34])[C:13]([NH:16][C:17]1[CH:22]=[CH:21][CH:20]=[C:19]([CH2:23][CH2:24][NH:25][C:26](=O)[CH2:27][CH2:28][CH2:29][CH2:30][CH2:31][CH3:32])[CH:18]=1)([CH3:15])[CH3:14])([CH3:10])([CH3:9])[CH3:8].O1CCCC1.Cl. The catalyst is C(OCC)(=O)C. The product is [C:7]([O:11][C:12](=[O:34])[C:13]([NH:16][C:17]1[CH:22]=[CH:21][CH:20]=[C:19]([CH2:23][CH2:24][NH:25][CH2:26][CH2:27][CH2:28][CH2:29][CH2:30][CH2:31][CH3:32])[CH:18]=1)([CH3:15])[CH3:14])([CH3:10])([CH3:9])[CH3:8]. The yield is 0.230. (4) The reactants are Cl[C:2]1[C:7]([C:8]([O:10][CH2:11][CH3:12])=[S:9])=[CH:6][N:5]=[C:4]([CH3:13])[N:3]=1.C([N:16](CC)CC)C.[OH-].[NH4+].O. The catalyst is O1CCCC1. The product is [NH2:16][C:2]1[C:7]([C:8]([O:10][CH2:11][CH3:12])=[S:9])=[CH:6][N:5]=[C:4]([CH3:13])[N:3]=1. The yield is 0.950.